Dataset: Full USPTO retrosynthesis dataset with 1.9M reactions from patents (1976-2016). Task: Predict the reactants needed to synthesize the given product. Given the product [Cl:1][C:2]1[CH:18]=[CH:17][C:5]([C:6]([N:8]([C:10]2[CH:15]=[CH:14][CH:13]=[CH:12][C:11]=2[OH:16])[CH3:9])=[O:7])=[CH:4][C:3]=1[C:29]1[CH:34]=[N:33][C:32]([Cl:35])=[CH:31][C:30]=1[CH3:36], predict the reactants needed to synthesize it. The reactants are: [Cl:1][C:2]1[CH:18]=[CH:17][C:5]([C:6]([N:8]([C:10]2[CH:15]=[CH:14][CH:13]=[CH:12][C:11]=2[OH:16])[CH3:9])=[O:7])=[CH:4][C:3]=1B1OC(C)(C)C(C)(C)O1.Br[C:29]1[C:30]([CH3:36])=[CH:31][C:32]([Cl:35])=[N:33][CH:34]=1.C([O-])([O-])=O.[K+].[K+].